Task: Regression. Given two drug SMILES strings and cell line genomic features, predict the synergy score measuring deviation from expected non-interaction effect.. Dataset: NCI-60 drug combinations with 297,098 pairs across 59 cell lines (1) Drug 1: CCC1(CC2CC(C3=C(CCN(C2)C1)C4=CC=CC=C4N3)(C5=C(C=C6C(=C5)C78CCN9C7C(C=CC9)(C(C(C8N6C)(C(=O)OC)O)OC(=O)C)CC)OC)C(=O)OC)O.OS(=O)(=O)O. Drug 2: C1=CN(C=N1)CC(O)(P(=O)(O)O)P(=O)(O)O. Cell line: PC-3. Synergy scores: CSS=-0.0335, Synergy_ZIP=-0.568, Synergy_Bliss=-1.37, Synergy_Loewe=-2.05, Synergy_HSA=-2.02. (2) Drug 1: CC12CCC3C(C1CCC2=O)CC(=C)C4=CC(=O)C=CC34C. Drug 2: C1=CC(=CC=C1C#N)C(C2=CC=C(C=C2)C#N)N3C=NC=N3. Cell line: HCC-2998. Synergy scores: CSS=40.6, Synergy_ZIP=0.868, Synergy_Bliss=-3.77, Synergy_Loewe=-3.05, Synergy_HSA=-4.80. (3) Drug 1: C1=CC=C(C(=C1)C(C2=CC=C(C=C2)Cl)C(Cl)Cl)Cl. Drug 2: CCCCCOC(=O)NC1=NC(=O)N(C=C1F)C2C(C(C(O2)C)O)O. Cell line: PC-3. Synergy scores: CSS=1.62, Synergy_ZIP=-1.93, Synergy_Bliss=-3.83, Synergy_Loewe=-3.66, Synergy_HSA=-3.19. (4) Synergy scores: CSS=12.3, Synergy_ZIP=-4.40, Synergy_Bliss=2.42, Synergy_Loewe=-0.851, Synergy_HSA=1.36. Cell line: SK-MEL-28. Drug 2: C1CCC(C(C1)N)N.C(=O)(C(=O)[O-])[O-].[Pt+4]. Drug 1: C1=NC2=C(N1)C(=S)N=C(N2)N.